From a dataset of Catalyst prediction with 721,799 reactions and 888 catalyst types from USPTO. Predict which catalyst facilitates the given reaction. (1) Reactant: [F:1][C:2]1[CH:7]=[C:6]([O:8][C:9]2[C:10]3[N:17]([CH3:18])[CH:16]=[CH:15][C:11]=3[N:12]=[CH:13][N:14]=2)[CH:5]=[CH:4][C:3]=1[NH:19][C:20]([NH:22][C:23]1[CH:28]=[CH:27][CH:26]=[C:25]([C:29]([F:32])([F:31])[F:30])[CH:24]=1)=[O:21].C(OCC)(=O)C.[ClH:39]. Product: [ClH:39].[F:1][C:2]1[CH:7]=[C:6]([O:8][C:9]2[C:10]3[N:17]([CH3:18])[CH:16]=[CH:15][C:11]=3[N:12]=[CH:13][N:14]=2)[CH:5]=[CH:4][C:3]=1[NH:19][C:20]([NH:22][C:23]1[CH:28]=[CH:27][CH:26]=[C:25]([C:29]([F:31])([F:30])[F:32])[CH:24]=1)=[O:21]. The catalyst class is: 8. (2) Reactant: [F:1][C:2]1([F:12])[O:6][C:5]2[CH:7]=[CH:8][C:9]([OH:11])=[CH:10][C:4]=2[O:3]1.[H-].[Na+].Br[CH2:16][O:17][CH3:18]. Product: [F:12][C:2]1([F:1])[O:6][C:5]2[CH:7]=[CH:8][C:9]([O:11][CH2:16][O:17][CH3:18])=[CH:10][C:4]=2[O:3]1. The catalyst class is: 7.